Predict the product of the given reaction. From a dataset of Forward reaction prediction with 1.9M reactions from USPTO patents (1976-2016). (1) Given the reactants [Cl:1][C:2]1[CH:7]=[C:6]([Cl:8])[CH:5]=[CH:4][C:3]=1[C:9]1[C:17]2[O:16][CH:15]([CH2:18][NH:19]C(=O)OCC3C=CC=CC=3)[CH2:14][C:13]=2[CH:12]=[CH:11][CH:10]=1.I[Si](C)(C)C, predict the reaction product. The product is: [Cl:1][C:2]1[CH:7]=[C:6]([Cl:8])[CH:5]=[CH:4][C:3]=1[C:9]1[C:17]2[O:16][CH:15]([CH2:18][NH2:19])[CH2:14][C:13]=2[CH:12]=[CH:11][CH:10]=1. (2) Given the reactants [C:1]([C:3]1[CH:8]=[CH:7][C:6]([C:9]2[N:10]([CH3:26])[C:11]([C:20]3[CH:25]=[CH:24][N:23]=[CH:22][CH:21]=3)=[C:12]([C:14]3[CH:19]=[CH:18][CH:17]=[CH:16][CH:15]=3)[N:13]=2)=[CH:5][CH:4]=1)#[N:2].[H-].[H-].[H-].[H-].[Li+].[Al+3].[OH-].[Na+], predict the reaction product. The product is: [NH2:2][CH2:1][C:3]1[CH:8]=[CH:7][C:6]([C:9]2[N:10]([CH3:26])[C:11]([C:20]3[CH:21]=[CH:22][N:23]=[CH:24][CH:25]=3)=[C:12]([C:14]3[CH:19]=[CH:18][CH:17]=[CH:16][CH:15]=3)[N:13]=2)=[CH:5][CH:4]=1. (3) Given the reactants [NH2:1][CH:2]([C:6]12[O:13][CH2:12][C:9]([CH3:14])([CH2:10][O:11]1)[CH2:8][O:7]2)[CH:3]([OH:5])[CH3:4].C(N(CC)CC)C.[CH2:22]([O:29][C:30]1[CH:35]=[CH:34][C:33]([S:36](Cl)(=[O:38])=[O:37])=[CH:32][CH:31]=1)[C:23]1[CH:28]=[CH:27][CH:26]=[CH:25][CH:24]=1.C(OCC)(=O)C, predict the reaction product. The product is: [CH2:22]([O:29][C:30]1[CH:35]=[CH:34][C:33]([S:36]([NH:1][CH:2]([C:6]23[O:7][CH2:8][C:9]([CH3:14])([CH2:10][O:11]2)[CH2:12][O:13]3)[CH:3]([OH:5])[CH3:4])(=[O:38])=[O:37])=[CH:32][CH:31]=1)[C:23]1[CH:24]=[CH:25][CH:26]=[CH:27][CH:28]=1. (4) Given the reactants [CH3:1][C:2]1[CH:7]=[CH:6][CH:5]=[C:4]([CH3:8])[C:3]=1[OH:9].Cl[C:11]([CH3:19])([CH2:13][CH2:14][C:15]([CH3:18])(Cl)[CH3:16])[CH3:12].[Cl-].[Al+3].[Cl-].[Cl-], predict the reaction product. The product is: [CH3:1][C:2]1[C:7]2[C:15]([CH3:18])([CH3:16])[CH2:14][CH2:13][C:11]([CH3:19])([CH3:12])[C:6]=2[CH:5]=[C:4]([CH3:8])[C:3]=1[OH:9].